Regression. Given a peptide amino acid sequence and an MHC pseudo amino acid sequence, predict their binding affinity value. This is MHC class I binding data. From a dataset of Peptide-MHC class I binding affinity with 185,985 pairs from IEDB/IMGT. (1) The peptide sequence is GRLQSLQTY. The MHC is HLA-B58:01 with pseudo-sequence YYATYGENMASTYENIAYIRYDSYTWAVLAYLWY. The binding affinity (normalized) is 0.0847. (2) The peptide sequence is ASWIKYIQYGV. The MHC is Mamu-A02 with pseudo-sequence Mamu-A02. The binding affinity (normalized) is 0.990. (3) The peptide sequence is FSLGAAVKA. The MHC is HLA-A02:06 with pseudo-sequence HLA-A02:06. The binding affinity (normalized) is 0.465.